This data is from Full USPTO retrosynthesis dataset with 1.9M reactions from patents (1976-2016). The task is: Predict the reactants needed to synthesize the given product. Given the product [C:1]([C:5]1[CH:9]=[C:8]([NH:10][C:11]([NH:13][C:14]2[CH:19]=[C:18]([O:20][C:29]3[C:38]4[C:33](=[CH:34][C:35]([O:41][CH3:42])=[C:36]([O:39][CH3:40])[CH:37]=4)[N:32]=[CH:31][N:30]=3)[CH:17]=[CH:16][C:15]=2[F:21])=[O:12])[N:7]([C:22]2[CH:27]=[CH:26][CH:25]=[CH:24][CH:23]=2)[N:6]=1)([CH3:4])([CH3:2])[CH3:3], predict the reactants needed to synthesize it. The reactants are: [C:1]([C:5]1[CH:9]=[C:8]([NH:10][C:11]([NH:13][C:14]2[CH:19]=[C:18]([OH:20])[CH:17]=[CH:16][C:15]=2[F:21])=[O:12])[N:7]([C:22]2[CH:27]=[CH:26][CH:25]=[CH:24][CH:23]=2)[N:6]=1)([CH3:4])([CH3:3])[CH3:2].Cl[C:29]1[C:38]2[C:33](=[CH:34][C:35]([O:41][CH3:42])=[C:36]([O:39][CH3:40])[CH:37]=2)[N:32]=[CH:31][N:30]=1.C(=O)([O-])[O-].[K+].[K+].O.